Task: Predict which catalyst facilitates the given reaction.. Dataset: Catalyst prediction with 721,799 reactions and 888 catalyst types from USPTO (1) Reactant: [OH:1][C:2]1[CH:7]=[CH:6][C:5]([CH2:8][C:9]([OH:11])=[O:10])=[C:4]([CH3:12])[CH:3]=1.[C:13](O)([CH3:16])([CH3:15])[CH3:14].S(=O)(=O)(O)O. Product: [C:13]([C:7]1[C:2]([OH:1])=[CH:3][C:4]([CH3:12])=[C:5]([CH2:8][C:9]([OH:11])=[O:10])[CH:6]=1)([CH3:16])([CH3:15])[CH3:14]. The catalyst class is: 6. (2) Reactant: [Cl:1][C:2]1[CH:3]=[C:4]([CH:18]=[C:19]([NH:21][S:22]([CH3:25])(=[O:24])=[O:23])[CH:20]=1)[C:5]([NH:7][CH2:8][C:9]1[CH:14]=[CH:13][C:12]([C:15]#[N:16])=[CH:11][C:10]=1[OH:17])=[O:6].C(=O)([O-])[O-].[Cs+].[Cs+].I[CH2:33][C:34]([NH2:36])=[O:35]. Product: [C:34]([CH2:33][O:17][C:10]1[CH:11]=[C:12]([C:15]#[N:16])[CH:13]=[CH:14][C:9]=1[CH2:8][NH:7][C:5](=[O:6])[C:4]1[CH:18]=[C:19]([NH:21][S:22]([CH3:25])(=[O:24])=[O:23])[CH:20]=[C:2]([Cl:1])[CH:3]=1)(=[O:35])[NH2:36]. The catalyst class is: 10. (3) Reactant: [H-].[Na+].[OH:3][CH2:4][C:5]1[CH:6]=[C:7]([CH:10]=[CH:11][CH:12]=1)[C:8]#[N:9].Cl[C:14]1[CH:15]=[C:16]2[N:23]([CH:24]([CH3:26])[CH3:25])[CH2:22][CH2:21][N:17]2[C:18](=[O:20])[N:19]=1. Product: [CH:24]([N:23]1[C:16]2[N:17]([C:18](=[O:20])[N:19]=[C:14]([O:3][CH2:4][C:5]3[CH:6]=[C:7]([CH:10]=[CH:11][CH:12]=3)[C:8]#[N:9])[CH:15]=2)[CH2:21][CH2:22]1)([CH3:26])[CH3:25]. The catalyst class is: 118. (4) Reactant: [Br:1][C:2]1[CH:3]=[C:4]2[C:9](=[CH:10][CH:11]=1)[C:8](=[O:12])[NH:7][C:6](=[O:13])/[C:5]/2=[CH:14]/OC.[NH:17]1[CH:21]=[C:20]([C:22]2[CH:28]=[CH:27][C:25]([NH2:26])=[CH:24][CH:23]=2)[N:19]=[CH:18]1. Product: [Br:1][C:2]1[CH:3]=[C:4]2[C:9](=[CH:10][CH:11]=1)[C:8](=[O:12])[NH:7][C:6](=[O:13])[C:5]2=[CH:14][NH:26][C:25]1[CH:24]=[CH:23][C:22]([C:20]2[N:19]=[CH:18][NH:17][CH:21]=2)=[CH:28][CH:27]=1. The catalyst class is: 9. (5) Reactant: C[O:2][C:3](=[O:20])[CH2:4][C:5]1[CH:10]=[CH:9][C:8]([N:11]([C:13]([O:15][C:16]([CH3:19])([CH3:18])[CH3:17])=[O:14])[CH3:12])=[CH:7][CH:6]=1.[OH-].[Li+]. Product: [C:16]([O:15][C:13]([N:11]([CH3:12])[C:8]1[CH:7]=[CH:6][C:5]([CH2:4][C:3]([OH:20])=[O:2])=[CH:10][CH:9]=1)=[O:14])([CH3:19])([CH3:18])[CH3:17]. The catalyst class is: 5. (6) Product: [Cl:3][C:4]1[C:13]2[O:12][CH:15]=[C:9]([CH2:10][C:11]([OH:14])=[O:1])[C:8]=2[CH:7]=[CH:6][C:5]=1[OH:17]. The catalyst class is: 33. Reactant: [OH-:1].[Na+].[Cl:3][C:4]1[C:5]([OH:17])=[CH:6][CH:7]=[C:8]2[C:13]=1[O:12][C:11](=[O:14])[CH:10]=[C:9]2[CH2:15]Cl. (7) Reactant: [Si]([O:18][CH2:19][CH2:20][CH:21]([N:31]=[N+]=[N-])[C:22]1[CH:27]=[CH:26][C:25]([N+:28]([O-:30])=[O:29])=[CH:24][CH:23]=1)(C(C)(C)C)(C1C=CC=CC=1)C1C=CC=CC=1.C(S)CCS.C(N(CC)CC)C. Product: [NH2:31][CH:21]([C:22]1[CH:27]=[CH:26][C:25]([N+:28]([O-:30])=[O:29])=[CH:24][CH:23]=1)[CH2:20][CH2:19][OH:18]. The catalyst class is: 5. (8) Reactant: [Cl-].[Al+3].[Cl-].[Cl-].[Cl:5][C:6]1[CH:14]=[C:13]([Cl:15])[CH:12]=[CH:11][C:7]=1[C:8](Cl)=[O:9].[CH3:16][O:17][C:18]([C:20]1[CH:29]=[CH:28][C:23]2[S:24][C:25]([CH3:27])=[CH:26][C:22]=2[CH:21]=1)=[O:19].C(OCC)(=O)C. Product: [Cl:5][C:6]1[CH:14]=[C:13]([Cl:15])[CH:12]=[CH:11][C:7]=1[C:8]([C:26]1[C:22]2[CH:21]=[C:20]([C:18]([O:17][CH3:16])=[O:19])[CH:29]=[CH:28][C:23]=2[S:24][C:25]=1[CH3:27])=[O:9]. The catalyst class is: 2. (9) Reactant: [C:1]([O:9][C@H:10]1[C@@H:15]([O:16][C:17](=[O:24])[C:18]2[CH:23]=[CH:22][CH:21]=[CH:20][CH:19]=2)[C@H:14]2[CH2:25][C@@H:11]1[C:12](=[O:33])[N:13]2[C:26]([O:28][C:29]([CH3:32])([CH3:31])[CH3:30])=[O:27])(=[O:8])[C:2]1[CH:7]=[CH:6][CH:5]=[CH:4][CH:3]=1.[BH4-].[Na+]. Product: [C:1]([O:9][C@@H:10]1[C@@H:11]([CH2:12][OH:33])[CH2:25][C@@H:14]([NH:13][C:26]([O:28][C:29]([CH3:32])([CH3:31])[CH3:30])=[O:27])[C@@H:15]1[O:16][C:17](=[O:24])[C:18]1[CH:19]=[CH:20][CH:21]=[CH:22][CH:23]=1)(=[O:8])[C:2]1[CH:3]=[CH:4][CH:5]=[CH:6][CH:7]=1. The catalyst class is: 5. (10) Reactant: [CH3:1][S:2][C:3]1[CH:8]=[C:7]([C:9]2[N:13]3[N:14]=[C:15]([NH:18][C@H:19]4[CH2:24][CH2:23][C@H:22]([OH:25])[CH2:21][CH2:20]4)[CH:16]=[CH:17][C:12]3=[N:11][CH:10]=2)[CH:6]=[CH:5][N:4]=1.ClC1C=C(C=CC=1)C(OO)=[O:31]. Product: [CH3:1][S:2]([C:3]1[CH:8]=[C:7]([C:9]2[N:13]3[N:14]=[C:15]([NH:18][C@H:19]4[CH2:24][CH2:23][C@H:22]([OH:25])[CH2:21][CH2:20]4)[CH:16]=[CH:17][C:12]3=[N:11][CH:10]=2)[CH:6]=[CH:5][N:4]=1)=[O:31]. The catalyst class is: 4.